From a dataset of Merck oncology drug combination screen with 23,052 pairs across 39 cell lines. Regression. Given two drug SMILES strings and cell line genomic features, predict the synergy score measuring deviation from expected non-interaction effect. (1) Drug 1: CN(Cc1cnc2nc(N)nc(N)c2n1)c1ccc(C(=O)NC(CCC(=O)O)C(=O)O)cc1. Drug 2: COC1CC2CCC(C)C(O)(O2)C(=O)C(=O)N2CCCCC2C(=O)OC(C(C)CC2CCC(OP(C)(C)=O)C(OC)C2)CC(=O)C(C)C=C(C)C(O)C(OC)C(=O)C(C)CC(C)C=CC=CC=C1C. Cell line: DLD1. Synergy scores: synergy=-2.61. (2) Drug 1: CN(C)C(=N)N=C(N)N. Drug 2: NC1(c2ccc(-c3nc4ccn5c(=O)[nH]nc5c4cc3-c3ccccc3)cc2)CCC1. Cell line: OV90. Synergy scores: synergy=5.03.